Dataset: Forward reaction prediction with 1.9M reactions from USPTO patents (1976-2016). Task: Predict the product of the given reaction. (1) Given the reactants C(=O)([O-])[O-].[Na+].[Na+].[ClH:7].[N:8]12[CH2:15][CH2:14][CH:11]([CH2:12][CH2:13]1)[C@@H:10]([NH:16][C:17]([C:19]1[S:20][C:21]3[C:27](Br)=[CH:26][CH:25]=[CH:24][C:22]=3[CH:23]=1)=[O:18])[CH2:9]2.[CH3:29][N:30]([CH3:40])[C:31]1[CH:36]=[CH:35][C:34](B(O)O)=[CH:33][CH:32]=1.[OH-].[Na+], predict the reaction product. The product is: [ClH:7].[N:8]12[CH2:15][CH2:14][CH:11]([CH2:12][CH2:13]1)[C@@H:10]([NH:16][C:17]([C:19]1[S:20][C:21]3[C:27]([C:34]4[CH:35]=[CH:36][C:31]([N:30]([CH3:40])[CH3:29])=[CH:32][CH:33]=4)=[CH:26][CH:25]=[CH:24][C:22]=3[CH:23]=1)=[O:18])[CH2:9]2. (2) Given the reactants [F:1][C:2]1[CH:3]=[C:4]([C:8]#[C:9][C:10]2[CH:19]=[C:18]3[C:13]([C:14](=[O:28])[N:15]4[CH2:24][CH2:23]/[C:22](=[CH:25]\[O:26]C)/[CH2:21][CH2:20][C:16]4=[N:17]3)=[CH:12][CH:11]=2)[CH:5]=[CH:6][CH:7]=1.Cl, predict the reaction product. The product is: [F:1][C:2]1[CH:3]=[C:4]([C:8]#[C:9][C:10]2[CH:19]=[C:18]3[C:13]([C:14](=[O:28])[N:15]4[CH2:24][CH2:23][CH:22]([CH:25]=[O:26])[CH2:21][CH2:20][C:16]4=[N:17]3)=[CH:12][CH:11]=2)[CH:5]=[CH:6][CH:7]=1. (3) Given the reactants [Cl:1][C:2]1[CH:25]=[CH:24][C:5]([CH2:6][N:7]2[CH:11]=[N:10][N:9]=[C:8]2[C@H:12]2[CH2:16][CH2:15][CH2:14][N:13]2[C:17]([O:19][C:20]([CH3:23])([CH3:22])[CH3:21])=[O:18])=[CH:4][CH:3]=1.C([Li])CCC.CCCCCC.[Cl:37]N1C(=O)CCC1=O.C([O-])(O)=O.[Na+], predict the reaction product. The product is: [Cl:1][C:2]1[CH:25]=[CH:24][C:5]([CH2:6][N:7]2[C:11]([Cl:37])=[N:10][N:9]=[C:8]2[C@H:12]2[CH2:16][CH2:15][CH2:14][N:13]2[C:17]([O:19][C:20]([CH3:21])([CH3:22])[CH3:23])=[O:18])=[CH:4][CH:3]=1. (4) Given the reactants [CH3:1][O:2][C:3](=[O:21])[CH2:4][C:5]1([N:11]2[C:15]3[CH:16]=[CH:17][CH:18]=[CH:19][C:14]=3[NH:13][C:12]2=[O:20])[CH2:10][CH2:9][CH2:8][CH2:7][CH2:6]1.[I-].[CH3:23][N:24]1[C:32]2[C:27](=[C:28]([CH3:33])[CH:29]=[CH:30][CH:31]=2)[C:26]([CH2:34][N+](C)(C)C)=[CH:25]1.C([O-])([O-])=O.[K+].[K+], predict the reaction product. The product is: [CH3:1][O:2][C:3](=[O:21])[CH2:4][C:5]1([N:11]2[C:15]3[CH:16]=[CH:17][CH:18]=[CH:19][C:14]=3[N:13]([CH2:34][CH:26]3[C:27]4[C:32](=[CH:31][CH:30]=[CH:29][C:28]=4[CH3:33])[N:24]([CH3:23])[CH2:25]3)[C:12]2=[O:20])[CH2:10][CH2:9][CH2:8][CH2:7][CH2:6]1. (5) Given the reactants Br[C:2]1[CH:10]=[C:9]2[C:5]([C:6]([C:20]([O:22][CH3:23])=[O:21])=[CH:7][N:8]2[S:11]([C:14]2[CH:15]=[N:16][CH:17]=[CH:18][CH:19]=2)(=[O:13])=[O:12])=[CH:4][CH:3]=1.[CH3:24][O:25][C:26]1[CH:31]=[CH:30][C:29](B(O)O)=[CH:28][CH:27]=1.C(=O)([O-])[O-].[K+].[K+], predict the reaction product. The product is: [CH3:24][O:25][C:26]1[CH:31]=[CH:30][C:29]([C:2]2[CH:10]=[C:9]3[C:5]([C:6]([C:20]([O:22][CH3:23])=[O:21])=[CH:7][N:8]3[S:11]([C:14]3[CH:15]=[N:16][CH:17]=[CH:18][CH:19]=3)(=[O:12])=[O:13])=[CH:4][CH:3]=2)=[CH:28][CH:27]=1. (6) Given the reactants [F:1][C:2]([F:34])([F:33])[C:3]1[CH:4]=[C:5]([C@H:13]2[O:17][C:16](=[O:18])[N:15]([CH2:19][C:20]3[CH:27]=[C:26]([C:28]([F:31])([F:30])[F:29])[CH:25]=[CH:24][C:21]=3[C:22]#N)[C@H:14]2[CH3:32])[CH:6]=[C:7]([C:9]([F:12])([F:11])[F:10])[CH:8]=1.C(O)=[O:36], predict the reaction product. The product is: [F:1][C:2]([F:34])([F:33])[C:3]1[CH:4]=[C:5]([C@H:13]2[O:17][C:16](=[O:18])[N:15]([CH2:19][C:20]3[CH:27]=[C:26]([C:28]([F:29])([F:30])[F:31])[CH:25]=[CH:24][C:21]=3[CH:22]=[O:36])[C@H:14]2[CH3:32])[CH:6]=[C:7]([C:9]([F:10])([F:11])[F:12])[CH:8]=1. (7) The product is: [CH2:13]([O:15][CH:16]([O:18][CH2:19][CH3:20])[CH:17]([CH3:1])[CH:21]([O:23][CH2:24][CH3:25])[CH3:22])[CH3:14]. Given the reactants [CH3:1]C(=CC=CC=C(C)C=O)C=O.[CH2:13]([O:15][CH:16]([O:18][CH2:19][CH3:20])[CH3:17])[CH3:14].[CH2:21]([O:23][CH:24]=[CH:25]C)[CH3:22], predict the reaction product. (8) Given the reactants [F:1][C:2]1[CH:7]=[CH:6][C:5]([N:8]2[C:13](=[O:14])[C:12]([O:15]S(C3C=CC(C)=CC=3)(=O)=O)=[C:11]([C:26]3[CH:31]=[CH:30][C:29]([S:32]([CH3:35])(=[O:34])=[O:33])=[CH:28][CH:27]=3)[CH:10]=[N:9]2)=[CH:4][CH:3]=1.[CH3:36][C:37]([CH3:41])=[CH:38][CH2:39]O.N, predict the reaction product. The product is: [F:1][C:2]1[CH:3]=[CH:4][C:5]([N:8]2[C:13](=[O:14])[C:12]([O:15][CH2:39][CH:38]=[C:37]([CH3:41])[CH3:36])=[C:11]([C:26]3[CH:27]=[CH:28][C:29]([S:32]([CH3:35])(=[O:34])=[O:33])=[CH:30][CH:31]=3)[CH:10]=[N:9]2)=[CH:6][CH:7]=1.